This data is from Full USPTO retrosynthesis dataset with 1.9M reactions from patents (1976-2016). The task is: Predict the reactants needed to synthesize the given product. Given the product [NH:19]1[C:27]2=[N:26][CH:25]=[CH:24][CH:23]=[C:22]2[C:21]([CH:28]=[C:6]2[O:5][C:4]([NH:7][C:8]3[CH:13]=[CH:12][CH:11]=[CH:10][N:9]=3)=[C:3]([C:14]([O:16][CH2:17][CH3:18])=[O:15])[C:2]2=[O:1])=[CH:20]1, predict the reactants needed to synthesize it. The reactants are: [O:1]=[C:2]1[CH2:6][O:5][C:4]([NH:7][C:8]2[CH:13]=[CH:12][CH:11]=[CH:10][N:9]=2)=[C:3]1[C:14]([O:16][CH2:17][CH3:18])=[O:15].[NH:19]1[C:27]2[C:22](=[CH:23][CH:24]=[CH:25][N:26]=2)[C:21]([CH:28]=O)=[CH:20]1.N1CCCCC1.